Dataset: Reaction yield outcomes from USPTO patents with 853,638 reactions. Task: Predict the reaction yield, written as a fraction of the theoretical maximum amount of product (1.0 means a 100% yield; for example, 0.34 means a 34% yield). (1) The reactants are [C:1]([O:5][C:6](=[O:26])[NH:7][C:8]1[CH:13]=[C:12]([Cl:14])[C:11]([C:15]2[S:16][C:17]3[C:18](Cl)=[N:19][CH:20]=[CH:21][C:22]=3[N:23]=2)=[C:10]([Cl:25])[CH:9]=1)([CH3:4])([CH3:3])[CH3:2].[CH3:27][C:28]1[N:33]=[CH:32][N:31]=[C:30]([NH2:34])[CH:29]=1.CC1(C)C2C(=C(P(C3C=CC=CC=3)C3C=CC=CC=3)C=CC=2)OC2C(P(C3C=CC=CC=3)C3C=CC=CC=3)=CC=CC1=2.C([O-])([O-])=O.[Cs+].[Cs+]. The catalyst is O1CCOCC1.C1C=CC(/C=C/C(/C=C/C2C=CC=CC=2)=O)=CC=1.C1C=CC(/C=C/C(/C=C/C2C=CC=CC=2)=O)=CC=1.C1C=CC(/C=C/C(/C=C/C2C=CC=CC=2)=O)=CC=1.[Pd].[Pd]. The product is [C:1]([O:5][C:6](=[O:26])[NH:7][C:8]1[CH:13]=[C:12]([Cl:14])[C:11]([C:15]2[S:16][C:17]3[C:18]([NH:34][C:30]4[CH:29]=[C:28]([CH3:27])[N:33]=[CH:32][N:31]=4)=[N:19][CH:20]=[CH:21][C:22]=3[N:23]=2)=[C:10]([Cl:25])[CH:9]=1)([CH3:3])([CH3:4])[CH3:2]. The yield is 0.680. (2) The reactants are [Cl:1][C:2]1[C:3]([O:12][C:13]2[CH:18]=[C:17]([O:19][CH2:20][CH2:21][O:22][CH3:23])[CH:16]=[CH:15][C:14]=2/[CH:24]=[CH:25]/[C:26](O)=[O:27])=[N:4][CH:5]=[C:6]([C:8]([F:11])([F:10])[F:9])[CH:7]=1.[CH3:29][O:30][CH2:31][CH2:32][CH2:33][S:34]([NH2:37])(=[O:36])=[O:35].N12CCCN=C1CCCCC2. The catalyst is O1CCCC1. The product is [Cl:1][C:2]1[C:3]([O:12][C:13]2[CH:18]=[C:17]([O:19][CH2:20][CH2:21][O:22][CH3:23])[CH:16]=[CH:15][C:14]=2/[CH:24]=[CH:25]/[C:26]([NH:37][S:34]([CH2:33][CH2:32][CH2:31][O:30][CH3:29])(=[O:36])=[O:35])=[O:27])=[N:4][CH:5]=[C:6]([C:8]([F:9])([F:10])[F:11])[CH:7]=1. The yield is 0.100.